This data is from Reaction yield outcomes from USPTO patents with 853,638 reactions. The task is: Predict the reaction yield, written as a fraction of the theoretical maximum amount of product (1.0 means a 100% yield; for example, 0.34 means a 34% yield). (1) The reactants are CO.Cl.[C:4]([NH2:7])(=[NH:6])[CH3:5].[CH3:8][CH:9]([C:15](OCC)=[O:16])[C:10](OCC)=[O:11].O. The catalyst is C(O)(=O)C. The product is [CH3:5][C:4]1[N:7]=[C:10]([OH:11])[C:9]([CH3:8])=[C:15]([OH:16])[N:6]=1. The yield is 0.490. (2) The reactants are [C:1]1([C:7]23[CH2:14][N:13]([C:15]([O:17][C:18]([CH3:21])([CH3:20])[CH3:19])=[O:16])[CH2:12][CH:11]2[CH2:10][O:9][NH:8]3)[CH:6]=[CH:5][CH:4]=[CH:3][CH:2]=1. The catalyst is CO.[Ni]. The product is [NH2:8][C:7]1([C:1]2[CH:6]=[CH:5][CH:4]=[CH:3][CH:2]=2)[CH:11]([CH2:10][OH:9])[CH2:12][N:13]([C:15]([O:17][C:18]([CH3:21])([CH3:19])[CH3:20])=[O:16])[CH2:14]1. The yield is 1.17. (3) The reactants are [ClH:1].Cl.[NH:3]1[CH2:12][CH2:11][CH2:10][CH:5](C(NN)=O)[CH2:4]1.C(O)(C)C.[N:17](OCCC(C)C)=O.Cl. The catalyst is O. The product is [ClH:1].[ClH:1].[NH2:17][CH:5]1[CH2:10][CH2:11][CH2:12][NH:3][CH2:4]1. The yield is 0.800. (4) The reactants are C(OC(=O)C)(=O)C.[N+:8]([O-:11])(O)=[O:9].[CH3:12][C:13]1[S:17][C:16]([C:18]([OH:20])=[O:19])=[CH:15][CH:14]=1. No catalyst specified. The product is [CH3:12][C:13]1[S:17][C:16]([C:18]([OH:20])=[O:19])=[CH:15][C:14]=1[N+:8]([O-:11])=[O:9]. The yield is 0.500. (5) The yield is 0.730. The product is [F:31][C:28]1[CH:29]=[CH:30][C:25]([C:12]#[C:11][C:9]([N:5]([CH2:4][CH2:3][C:2]([OH:1])([C:18]2[CH:19]=[CH:20][CH:21]=[CH:22][CH:23]=2)[CH2:14][C:15]([CH3:17])=[CH2:16])[C:6](=[O:7])[O:8][CH3:32])([CH3:10])[CH3:13])=[CH:26][CH:27]=1. The reactants are [OH:1][C:2]([C:18]1[CH:23]=[CH:22][CH:21]=[CH:20][CH:19]=1)([CH2:14][C:15]([CH3:17])=[CH2:16])[CH2:3][CH2:4][N:5]([C:9]([CH3:13])([C:11]#[CH:12])[CH3:10])[C:6](=[O:8])[O-:7].Br[C:25]1[CH:30]=[CH:29][C:28]([F:31])=[CH:27][CH:26]=1.[CH3:32]CN(CC)CC. The catalyst is Cl[Pd](Cl)([P](C1C=CC=CC=1)(C1C=CC=CC=1)C1C=CC=CC=1)[P](C1C=CC=CC=1)(C1C=CC=CC=1)C1C=CC=CC=1.